Dataset: Reaction yield outcomes from USPTO patents with 853,638 reactions. Task: Predict the reaction yield, written as a fraction of the theoretical maximum amount of product (1.0 means a 100% yield; for example, 0.34 means a 34% yield). (1) The reactants are [OH:1][C:2]1[CH:3]=[N:4][N:5]([CH:7]2[CH2:12][CH2:11][N:10]([C:13]([O:15][C:16]([CH3:19])([CH3:18])[CH3:17])=[O:14])[CH2:9][CH2:8]2)[CH:6]=1.Cl[C:21]1[N:22]=[C:23]([OH:31])[C:24]2[CH:30]=[CH:29][N:28]=[CH:27][C:25]=2[N:26]=1. No catalyst specified. The product is [OH:31][C:23]1[C:24]2[CH:30]=[CH:29][N:28]=[CH:27][C:25]=2[N:26]=[C:21]([O:1][C:2]2[CH:3]=[N:4][N:5]([CH:7]3[CH2:8][CH2:9][N:10]([C:13]([O:15][C:16]([CH3:19])([CH3:18])[CH3:17])=[O:14])[CH2:11][CH2:12]3)[CH:6]=2)[N:22]=1. The yield is 0.480. (2) The reactants are [F:1][C:2]([F:17])([F:16])[C:3]1[CH:8]=[CH:7][C:6]([C:9]2[CH:14]=[CH:13][NH:12][C:11](=[O:15])[CH:10]=2)=[CH:5][CH:4]=1.Br[C:19]1[CH:27]=[C:26]2[C:22]([C:23]3[CH2:32][CH2:31][N:30]([C:33]([O:35][C:36]([CH3:39])([CH3:38])[CH3:37])=[O:34])[CH2:29][C:24]=3[N:25]2[CH3:28])=[CH:21][CH:20]=1. No catalyst specified. The product is [CH3:28][N:25]1[C:26]2[C:22](=[CH:21][CH:20]=[C:19]([N:12]3[CH:13]=[CH:14][C:9]([C:6]4[CH:5]=[CH:4][C:3]([C:2]([F:1])([F:16])[F:17])=[CH:8][CH:7]=4)=[CH:10][C:11]3=[O:15])[CH:27]=2)[C:23]2[CH2:32][CH2:31][N:30]([C:33]([O:35][C:36]([CH3:39])([CH3:38])[CH3:37])=[O:34])[CH2:29][C:24]1=2. The yield is 0.580. (3) No catalyst specified. The product is [F:14][C:15]1[CH:20]=[C:19]([C:11](=[O:13])[CH2:10][C:4]2[CH:5]=[CH:6][C:7]([O:8][CH3:9])=[C:2]([F:1])[CH:3]=2)[CH:18]=[CH:17][C:16]=1[O:21][CH3:22]. The reactants are [F:1][C:2]1[CH:3]=[C:4]([CH2:10][C:11]([OH:13])=O)[CH:5]=[CH:6][C:7]=1[O:8][CH3:9].[F:14][C:15]1[CH:20]=[CH:19][CH:18]=[CH:17][C:16]=1[O:21][CH3:22]. The yield is 0.775. (4) The reactants are [F:1][C:2]1[CH:7]=[CH:6][C:5]([CH:8]2[C:13]3=[N:14][NH:15][C:16](=[O:21])[C:17]4[CH:18]=[CH:19][CH:20]=[C:11]([C:12]=43)[NH:10][CH:9]2[C:22]2[CH:29]=[CH:28][C:25]([CH:26]=O)=[CH:24][CH:23]=2)=[CH:4][CH:3]=1.[CH3:30][CH:31]1[CH2:36][NH:35][CH2:34][CH:33]([CH3:37])[N:32]1[C:38]([O:40][C:41]([CH3:44])([CH3:43])[CH3:42])=[O:39]. The catalyst is C(Cl)Cl. The product is [F:1][C:2]1[CH:3]=[CH:4][C:5]([CH:8]2[C:13]3=[N:14][NH:15][C:16](=[O:21])[C:17]4[CH:18]=[CH:19][CH:20]=[C:11]([C:12]=43)[NH:10][CH:9]2[C:22]2[CH:29]=[CH:28][C:25]([CH2:26][N:35]3[CH2:36][C@@H:31]([CH3:30])[N:32]([C:38]([O:40][C:41]([CH3:42])([CH3:44])[CH3:43])=[O:39])[C@H:33]([CH3:37])[CH2:34]3)=[CH:24][CH:23]=2)=[CH:6][CH:7]=1. The yield is 0.240. (5) The reactants are [NH2:1][C:2]1[N:6]([CH:7]2[CH2:11][CH2:10][CH2:9][CH2:8]2)[N:5]=[C:4]([CH2:12][CH3:13])[C:3]=1[C:14]([OH:16])=O.N1C=CC=N1.O=S(Cl)Cl.Cl.[NH2:27][CH2:28][C:29]([C:31]1[CH:36]=[CH:35][CH:34]=[CH:33][CH:32]=1)=O.C(N(CC)CC)C. The catalyst is ClCCl. The product is [CH:7]1([N:6]2[C:2]3[N:1]=[C:29]([C:31]4[CH:36]=[CH:35][CH:34]=[CH:33][CH:32]=4)[CH2:28][NH:27][C:14](=[O:16])[C:3]=3[C:4]([CH2:12][CH3:13])=[N:5]2)[CH2:8][CH2:9][CH2:10][CH2:11]1. The yield is 0.0800. (6) The reactants are [O:1]1[C:6]2[CH:7]=[CH:8][C:9]([C:11]3[C:12]([C:18](=[O:22])[C:19]([OH:21])=[O:20])=[C:13]([CH3:17])[S:14][C:15]=3[CH3:16])=[CH:10][C:5]=2[CH2:4][CH2:3][CH2:2]1.[CH3:23][Si](C=[N+]=[N-])(C)C.C(OCC)C. The catalyst is CO. The product is [O:1]1[C:6]2[CH:7]=[CH:8][C:9]([C:11]3[C:12]([C:18](=[O:22])[C:19]([O:21][CH3:23])=[O:20])=[C:13]([CH3:17])[S:14][C:15]=3[CH3:16])=[CH:10][C:5]=2[CH2:4][CH2:3][CH2:2]1. The yield is 0.720. (7) The reactants are [CH3:1][O:2][C:3]1[CH:4]=[C:5]([CH2:18][NH2:19])[CH:6]=[CH:7][C:8]=1[O:9][CH2:10][C:11]1[CH:12]=[N:13][C:14]([CH3:17])=[CH:15][CH:16]=1.Cl[C:21]1[C:26]([N+:27]([O-:29])=[O:28])=[CH:25][C:24]([I:30])=[CH:23][N:22]=1.C(N(CC)C(C)C)(C)C. The catalyst is C(#N)C.O. The product is [I:30][C:24]1[CH:25]=[C:26]([N+:27]([O-:29])=[O:28])[C:21]([NH:19][CH2:18][C:5]2[CH:6]=[CH:7][C:8]([O:9][CH2:10][C:11]3[CH:12]=[N:13][C:14]([CH3:17])=[CH:15][CH:16]=3)=[C:3]([O:2][CH3:1])[CH:4]=2)=[N:22][CH:23]=1. The yield is 0.950. (8) The reactants are [CH3:1][S:2]([OH:5])(=[O:4])=[O:3].C([NH:13][C:14]1[CH:19]=[CH:18][C:17]([N+:20]([O-])=O)=[CH:16][C:15]=1[S:23]([NH2:26])(=[O:25])=[O:24])C1C=CC=CC=1.O1CCCC1.[H][H]. The catalyst is [Pd].C(O)C.O. The product is [CH3:1][S:2]([OH:5])(=[O:4])=[O:3].[NH2:13][C:14]1[CH:19]=[CH:18][C:17]([NH2:20])=[CH:16][C:15]=1[S:23]([NH2:26])(=[O:24])=[O:25]. The yield is 0.930.